Task: Regression. Given two drug SMILES strings and cell line genomic features, predict the synergy score measuring deviation from expected non-interaction effect.. Dataset: NCI-60 drug combinations with 297,098 pairs across 59 cell lines (1) Drug 1: CC(C1=C(C=CC(=C1Cl)F)Cl)OC2=C(N=CC(=C2)C3=CN(N=C3)C4CCNCC4)N. Drug 2: C1=CC=C(C=C1)NC(=O)CCCCCCC(=O)NO. Cell line: HCT-15. Synergy scores: CSS=12.4, Synergy_ZIP=-1.85, Synergy_Bliss=5.87, Synergy_Loewe=5.83, Synergy_HSA=5.59. (2) Drug 1: CC12CCC(CC1=CCC3C2CCC4(C3CC=C4C5=CN=CC=C5)C)O. Drug 2: CS(=O)(=O)OCCCCOS(=O)(=O)C. Cell line: SW-620. Synergy scores: CSS=19.5, Synergy_ZIP=-5.11, Synergy_Bliss=-3.53, Synergy_Loewe=-7.91, Synergy_HSA=-6.29. (3) Drug 1: C1=C(C(=O)NC(=O)N1)N(CCCl)CCCl. Drug 2: CCCCCOC(=O)NC1=NC(=O)N(C=C1F)C2C(C(C(O2)C)O)O. Cell line: U251. Synergy scores: CSS=31.2, Synergy_ZIP=0.474, Synergy_Bliss=-0.161, Synergy_Loewe=-9.61, Synergy_HSA=0.492. (4) Drug 1: CC1=C2C(C(=O)C3(C(CC4C(C3C(C(C2(C)C)(CC1OC(=O)C(C(C5=CC=CC=C5)NC(=O)C6=CC=CC=C6)O)O)OC(=O)C7=CC=CC=C7)(CO4)OC(=O)C)O)C)OC(=O)C. Drug 2: CC1CCC2CC(C(=CC=CC=CC(CC(C(=O)C(C(C(=CC(C(=O)CC(OC(=O)C3CCCCN3C(=O)C(=O)C1(O2)O)C(C)CC4CCC(C(C4)OC)OCCO)C)C)O)OC)C)C)C)OC. Cell line: OVCAR-4. Synergy scores: CSS=25.3, Synergy_ZIP=5.83, Synergy_Bliss=10.4, Synergy_Loewe=11.5, Synergy_HSA=11.8. (5) Drug 2: CCC1(C2=C(COC1=O)C(=O)N3CC4=CC5=C(C=CC(=C5CN(C)C)O)N=C4C3=C2)O.Cl. Drug 1: CC1=C(N=C(N=C1N)C(CC(=O)N)NCC(C(=O)N)N)C(=O)NC(C(C2=CN=CN2)OC3C(C(C(C(O3)CO)O)O)OC4C(C(C(C(O4)CO)O)OC(=O)N)O)C(=O)NC(C)C(C(C)C(=O)NC(C(C)O)C(=O)NCCC5=NC(=CS5)C6=NC(=CS6)C(=O)NCCC[S+](C)C)O. Synergy scores: CSS=78.8, Synergy_ZIP=-1.12, Synergy_Bliss=-2.16, Synergy_Loewe=0.593, Synergy_HSA=2.54. Cell line: NCI-H460.